This data is from Reaction yield outcomes from USPTO patents with 853,638 reactions. The task is: Predict the reaction yield, written as a fraction of the theoretical maximum amount of product (1.0 means a 100% yield; for example, 0.34 means a 34% yield). (1) The reactants are [CH2:1]([O:8][C:9]([NH:11][C@@H:12]([CH2:16][CH2:17][CH2:18][CH2:19][NH:20][C:21]([O:23][C:24]([CH3:27])([CH3:26])[CH3:25])=[O:22])[C:13]([OH:15])=O)=[O:10])[C:2]1[CH:7]=[CH:6][CH:5]=[CH:4][CH:3]=1.CCN=C=NCCCN(C)C.Cl.C1C=CC2N(O)N=NC=2C=1.O[N:51]=[C:52]([NH2:65])[C:53]1[CH:58]=[C:57]([O:59][CH3:60])[C:56]([O:61][CH3:62])=[C:55]([O:63][CH3:64])[CH:54]=1. The product is [CH2:1]([O:8][C:9]([NH:11][C@H:12]([C:13]1[O:15][N:65]=[C:52]([C:53]2[CH:58]=[C:57]([O:59][CH3:60])[C:56]([O:61][CH3:62])=[C:55]([O:63][CH3:64])[CH:54]=2)[N:51]=1)[CH2:16][CH2:17][CH2:18][CH2:19][NH:20][C:21](=[O:22])[O:23][C:24]([CH3:27])([CH3:26])[CH3:25])=[O:10])[C:2]1[CH:3]=[CH:4][CH:5]=[CH:6][CH:7]=1. The catalyst is CN(C=O)C.O. The yield is 0.820. (2) The reactants are [O:1]=[CH:2][C@@H:3]([C@@H:5]([C@@H:7]([CH2:9][OH:10])[OH:8])[OH:6])[OH:4].[C:11]([O-])(=O)C.[Na+]. The catalyst is S(=O)(=O)(O)O.CO. The product is [CH3:11][O:1][CH:2]1[O:8][C@H:7]([CH2:9][OH:10])[C@@H:5]([OH:6])[C@H:3]1[OH:4]. The yield is 1.00.